From a dataset of Full USPTO retrosynthesis dataset with 1.9M reactions from patents (1976-2016). Predict the reactants needed to synthesize the given product. (1) The reactants are: [C:1]([CH:3]([C:25]1[CH:30]=[CH:29][C:28]([Cl:31])=[C:27]([Cl:32])[CH:26]=1)[N:4]1[C:13]2[C:8](=[CH:9][CH:10]=[C:11]([C:14]([F:17])([F:16])[F:15])[CH:12]=2)[N:7]([C:18]([O:20][CH2:21][CH3:22])=[O:19])[CH:6]([CH2:23][CH3:24])[CH2:5]1)#[N:2].[N-:33]=[N+:34]=[N-:35].[Na+].[NH4+].[Cl-]. Given the product [Cl:32][C:27]1[CH:26]=[C:25]([CH:3]([C:1]2[N:33]=[N:34][NH:35][N:2]=2)[N:4]2[C:13]3[C:8](=[CH:9][CH:10]=[C:11]([C:14]([F:15])([F:16])[F:17])[CH:12]=3)[N:7]([C:18]([O:20][CH2:21][CH3:22])=[O:19])[CH:6]([CH2:23][CH3:24])[CH2:5]2)[CH:30]=[CH:29][C:28]=1[Cl:31], predict the reactants needed to synthesize it. (2) Given the product [F:1][C:2]1[CH:7]=[C:6]([F:8])[CH:5]=[CH:4][C:3]=1[C:9]1[CH:10]=[C:11]([CH:15]=[C:16]([C:18]2[CH:19]=[N:20][C:21]([CH3:24])=[N:22][CH:23]=2)[N:17]=1)[C:12]([NH:38][C@@H:36]([C:28]1[CH:27]=[N+:26]([O-:25])[C:31]([C:32]([F:33])([F:34])[F:35])=[CH:30][CH:29]=1)[CH3:37])=[O:14], predict the reactants needed to synthesize it. The reactants are: [F:1][C:2]1[CH:7]=[C:6]([F:8])[CH:5]=[CH:4][C:3]=1[C:9]1[CH:10]=[C:11]([CH:15]=[C:16]([C:18]2[CH:19]=[N:20][C:21]([CH3:24])=[N:22][CH:23]=2)[N:17]=1)[C:12]([OH:14])=O.[O-:25][N+:26]1[C:31]([C:32]([F:35])([F:34])[F:33])=[CH:30][CH:29]=[C:28]([C@H:36]([NH2:38])[CH3:37])[CH:27]=1.CN(C(ON1N=NC2C=CC=NC1=2)=[N+](C)C)C.F[P-](F)(F)(F)(F)F.C(N(C(C)C)CC)(C)C. (3) Given the product [CH3:29][C:26]([CH3:27])([CH3:28])[CH2:25][CH2:24][C@:14]1([CH3:23])[C:15]2[C:20](=[CH:19][CH:18]=[CH:17][CH:16]=2)[C:21]([OH:22])=[C:12]([C:7]2[NH:6][C:5]3[CH:31]=[CH:32][C:2]([NH:1][S:40]([CH3:39])(=[O:42])=[O:41])=[CH:3][C:4]=3[S:9](=[O:11])(=[O:10])[N:8]=2)[C:13]1=[O:30], predict the reactants needed to synthesize it. The reactants are: [NH2:1][C:2]1[CH:32]=[CH:31][C:5]2[NH:6][C:7]([C:12]3[C:13](=[O:30])[C@@:14]([CH2:24][CH2:25][C:26]([CH3:29])([CH3:28])[CH3:27])([CH3:23])[C:15]4[C:20]([C:21]=3[OH:22])=[CH:19][CH:18]=[CH:17][CH:16]=4)=[N:8][S:9](=[O:11])(=[O:10])[C:4]=2[CH:3]=1.N1C=CC=CC=1.[CH3:39][S:40](Cl)(=[O:42])=[O:41]. (4) Given the product [C:20]([O:19][C:17](=[O:18])[NH:1][C@H:2]1[CH2:3][CH2:4][N:36]([CH2:35][C:32]2[CH:33]=[C:34]3[C:29]([CH:28]=[CH:27][N:26]=[C:25]3[NH2:24])=[CH:30][CH:31]=2)[C:7]1=[O:8])([CH3:21])([CH3:22])[CH3:23], predict the reactants needed to synthesize it. The reactants are: [NH:1]([C:17]([O:19][C:20]([CH3:23])([CH3:22])[CH3:21])=[O:18])[C@H:2]([C:7](OCC1C=CC=CC=1)=[O:8])[CH2:3][C:4](=O)O.[NH2:24][C:25]1[C:34]2[C:29](=[CH:30][CH:31]=[C:32]([CH2:35][NH2:36])[CH:33]=2)[CH:28]=[CH:27][N:26]=1.C([BH3-])#N.[Na+].[OH-].[Na+]. (5) The reactants are: [F:1][C:2]1[CH:16]=[CH:15][C:5]([C:6]([C:8]2[CH:13]=[CH:12][C:11]([F:14])=[CH:10][CH:9]=2)=[O:7])=[CH:4][CH:3]=1.O.[OH-].[Na+:19].[Cl-].[Na+].O[S:23]([OH:26])(=[O:25])=[O:24].[O:27]=[S:28](=[O:30])=[O:29]. Given the product [CH:13]1[C:8]([C:6]([C:5]2[CH:15]=[CH:16][C:2]([F:1])=[C:3]([S:23]([O-:26])(=[O:25])=[O:24])[CH:4]=2)=[O:7])=[CH:9][C:10]([S:28]([O-:30])(=[O:29])=[O:27])=[C:11]([F:14])[CH:12]=1.[Na+:19].[Na+:19], predict the reactants needed to synthesize it. (6) Given the product [CH:25]1([CH2:28][O:29][C:30]2[CH:31]=[CH:32][C:33]([CH3:36])=[CH:34][C:35]=2[C:2]2[C:3]3[N:11]([CH2:12][O:13][CH2:14][CH2:15][Si:16]([CH3:19])([CH3:18])[CH3:17])[C:10]([CH3:20])=[C:9]([C:21]([O:23][CH3:24])=[O:22])[C:4]=3[N:5]=[C:6]([CH3:8])[N:7]=2)[CH2:26][CH2:27]1, predict the reactants needed to synthesize it. The reactants are: Cl[C:2]1[C:3]2[N:11]([CH2:12][O:13][CH2:14][CH2:15][Si:16]([CH3:19])([CH3:18])[CH3:17])[C:10]([CH3:20])=[C:9]([C:21]([O:23][CH3:24])=[O:22])[C:4]=2[N:5]=[C:6]([CH3:8])[N:7]=1.[CH:25]1([CH2:28][O:29][C:30]2[CH:35]=[CH:34][C:33]([CH3:36])=[CH:32][C:31]=2B2OC(C)(C)C(C)(C)O2)[CH2:27][CH2:26]1. (7) Given the product [CH3:31][N:32]([CH3:36])[C:33]([N:6]1[CH2:5][CH2:4][N:3]([C:8]2[C:13]3[CH:14]=[N:15][CH:16]=[CH:17][C:12]=3[C:11]([C:18]3[CH:19]=[CH:20][CH:21]=[CH:22][CH:23]=3)=[N:10][N:9]=2)[C@H:2]([CH3:1])[CH2:7]1)=[O:34], predict the reactants needed to synthesize it. The reactants are: [CH3:1][C@@H:2]1[CH2:7][NH:6][CH2:5][CH2:4][N:3]1[C:8]1[N:9]=[N:10][C:11]([C:18]2[CH:23]=[CH:22][CH:21]=[CH:20][CH:19]=2)=[C:12]2[CH:17]=[CH:16][N:15]=[CH:14][C:13]=12.C(N(CC)CC)C.[CH3:31][N:32]([CH3:36])[C:33](Cl)=[O:34].